From a dataset of Catalyst prediction with 721,799 reactions and 888 catalyst types from USPTO. Predict which catalyst facilitates the given reaction. (1) Reactant: F[C:2]1[CH:7]=[CH:6][C:5]([C:8](=[O:11])[CH2:9][CH3:10])=[CH:4][CH:3]=1.[CH:12]1([N:16]2[CH2:21][CH2:20][CH:19]([O:22][CH:23]3[CH2:28][CH2:27][NH:26][CH2:25][CH2:24]3)[CH2:18][CH2:17]2)[CH2:15][CH2:14][CH2:13]1.C(=O)([O-])[O-].[K+].[K+]. Product: [CH:12]1([N:16]2[CH2:21][CH2:20][CH:19]([O:22][CH:23]3[CH2:28][CH2:27][N:26]([C:2]4[CH:7]=[CH:6][C:5]([C:8](=[O:11])[CH2:9][CH3:10])=[CH:4][CH:3]=4)[CH2:25][CH2:24]3)[CH2:18][CH2:17]2)[CH2:15][CH2:14][CH2:13]1. The catalyst class is: 16. (2) Reactant: [Br:1][C:2]1[N:3]=[CH:4][C:5]([OH:9])=[N:6][C:7]=1[Cl:8].C1(P(C2C=CC=CC=2)C2C=CC=CC=2)C=CC=CC=1.[C:29]([N:36]1[CH2:41][CH2:40][CH:39](O)[CH2:38][CH2:37]1)([O:31][C:32]([CH3:35])([CH3:34])[CH3:33])=[O:30].CCOC(/N=N/C(OCC)=O)=O. Product: [C:32]([O:31][C:29]([N:36]1[CH2:41][CH2:40][CH:39]([O:9][C:5]2[CH:4]=[N:3][C:2]([Br:1])=[C:7]([Cl:8])[N:6]=2)[CH2:38][CH2:37]1)=[O:30])([CH3:35])([CH3:33])[CH3:34]. The catalyst class is: 1. (3) Reactant: I[C:2]1[C:10]2[C:5](=[N:6][CH:7]=[N:8][C:9]=2[NH2:11])[N:4]([CH:12]([C:14]2[CH:15]=[C:16]3[N:21]([C:22]=2[C:23]2[CH:28]=[CH:27][CH:26]=[CH:25][N:24]=2)[CH:20]=[CH:19][CH:18]=[CH:17]3)[CH3:13])[N:3]=1.[F:29][C:30]1[CH:31]=[C:32](B(O)O)[CH:33]=[C:34]([O:36][CH3:37])[CH:35]=1.CCO.C([O-])([O-])=O.[Na+].[Na+]. Product: [F:29][C:30]1[CH:31]=[C:32]([C:2]2[C:10]3[C:5](=[N:6][CH:7]=[N:8][C:9]=3[NH2:11])[N:4]([CH:12]([C:14]3[CH:15]=[C:16]4[N:21]([C:22]=3[C:23]3[CH:28]=[CH:27][CH:26]=[CH:25][N:24]=3)[CH:20]=[CH:19][CH:18]=[CH:17]4)[CH3:13])[N:3]=2)[CH:33]=[C:34]([O:36][CH3:37])[CH:35]=1. The catalyst class is: 104. (4) Reactant: [CH2:1]([O:3][C:4]([C:6]1[CH2:11][C@@H:10]([O:12][S:13]([CH3:16])(=[O:15])=[O:14])[C@@H:9]([NH2:17])[C@H:8]([O:18][CH:19]([CH2:22][CH3:23])[CH2:20][CH3:21])[CH:7]=1)=[O:5])[CH3:2].C(=O)([O-])O.[Na+].[C:29](OC(=O)C)(=[O:31])[CH3:30]. Product: [CH2:1]([O:3][C:4]([C:6]1[CH2:11][C@@H:10]([O:12][S:13]([CH3:16])(=[O:14])=[O:15])[C@@H:9]([NH:17][C:29](=[O:31])[CH3:30])[C@H:8]([O:18][CH:19]([CH2:20][CH3:21])[CH2:22][CH3:23])[CH:7]=1)=[O:5])[CH3:2]. The catalyst class is: 25. (5) Reactant: [C:1]([N:8]([C:27]([O:29][C:30]([CH3:33])([CH3:32])[CH3:31])=[O:28])[C@H:9]1[CH2:13][C@@H:12]([N:14]2[CH:22]=[N:21][C:20]3[C:15]2=[N:16][C:17]([Cl:24])=[N:18][C:19]=3Cl)[C@H:11](O)[C@@H:10]1O)([O:3][C:4]([CH3:7])([CH3:6])[CH3:5])=[O:2].C(NC(C)C)(C)C.[C:41]1([CH:47]([C:50]2[CH:55]=[CH:54][CH:53]=[CH:52][CH:51]=2)[CH2:48][NH2:49])[CH:46]=[CH:45][CH:44]=[CH:43][CH:42]=1. Product: [Cl:24][C:17]1[N:16]=[C:15]2[C:20]([N:21]=[CH:22][N:14]2[C@@H:12]2[CH2:13][C@H:9]([N:8]([C:27]([O:29][C:30]([CH3:32])([CH3:33])[CH3:31])=[O:28])[C:1]([O:3][C:4]([CH3:5])([CH3:7])[CH3:6])=[O:2])[CH:10]=[CH:11]2)=[C:19]([NH:49][CH2:48][CH:47]([C:41]2[CH:46]=[CH:45][CH:44]=[CH:43][CH:42]=2)[C:50]2[CH:55]=[CH:54][CH:53]=[CH:52][CH:51]=2)[N:18]=1. The catalyst class is: 1. (6) Reactant: [NH2:1][CH:2]([CH2:7][C:8]1[CH:9]=[C:10]2[C:15](=[CH:16][CH:17]=1)[N:14]=[C:13]([C:18]1[C:23]([Cl:24])=[CH:22][CH:21]=[CH:20][C:19]=1[Cl:25])[CH:12]=[CH:11]2)[C:3]([O:5][CH3:6])=[O:4].C(N(CC)CC)C.[Cl:33][C:34]1[CH:42]=[CH:41][CH:40]=[C:39]([Cl:43])[C:35]=1[C:36](Cl)=[O:37]. Product: [Cl:33][C:34]1[CH:42]=[CH:41][CH:40]=[C:39]([Cl:43])[C:35]=1[C:36]([NH:1][CH:2]([CH2:7][C:8]1[CH:9]=[C:10]2[C:15](=[CH:16][CH:17]=1)[N:14]=[C:13]([C:18]1[C:23]([Cl:24])=[CH:22][CH:21]=[CH:20][C:19]=1[Cl:25])[CH:12]=[CH:11]2)[C:3]([O:5][CH3:6])=[O:4])=[O:37]. The catalyst class is: 2. (7) Reactant: [C:1]([O:5][C:6]([N:8]1[CH2:13][CH2:12][N:11]([C:14]2[CH:19]=[CH:18][C:17]([N+:20]([O-])=O)=[CH:16][N:15]=2)[CH2:10][CH2:9]1)=[O:7])([CH3:4])([CH3:3])[CH3:2].CO.[H][H]. Product: [C:1]([O:5][C:6]([N:8]1[CH2:13][CH2:12][N:11]([C:14]2[CH:19]=[CH:18][C:17]([NH2:20])=[CH:16][N:15]=2)[CH2:10][CH2:9]1)=[O:7])([CH3:4])([CH3:2])[CH3:3]. The catalyst class is: 350. (8) Reactant: [NH2:1][C:2]1[N:3]([C:17]2[CH:22]=[C:21]([O:23]C)[CH:20]=[CH:19][C:18]=2Cl)[N:4]=[C:5]2[C:14]3[CH:13]=[CH:12][C:11]([OH:15])=[CH:10][C:9]=3[NH:8][C:7](=[O:16])[C:6]=12.Cl.Cl.Cl[CH2:29][CH2:30][CH2:31][N:32]1[CH2:37][CH2:36][N:35]([CH3:38])[CH2:34][CH2:33]1.C(=O)([O-])[O-].[K+].[K+].[I-].[K+]. Product: [NH2:1][C:2]1[N:3]([C:17]2[CH:18]=[CH:19][CH:20]=[C:21]([OH:23])[CH:22]=2)[N:4]=[C:5]2[C:14]3[CH:13]=[CH:12][C:11]([O:15][CH2:29][CH2:30][CH2:31][N:32]4[CH2:37][CH2:36][N:35]([CH3:38])[CH2:34][CH2:33]4)=[CH:10][C:9]=3[NH:8][C:7](=[O:16])[C:6]=12. The catalyst class is: 145. (9) Reactant: Cl[C:2]1[CH:10]=[CH:9][N:8]=[C:7]2[C:3]=1[CH:4]=[C:5]([C:11]([O:13][CH3:14])=[O:12])[NH:6]2.OB(C)[C:17]1[CH:18]=[C:19]([CH:27]=[CH:28][CH:29]=1)[C:20]([O:22][C:23]([CH3:26])([CH3:25])[CH3:24])=[O:21].P([O-])([O-])([O-])=O.[K+].[K+].[K+].O. The catalyst class is: 755. Product: [C:23]([O:22][C:20]([C:19]1[CH:18]=[C:17]([C:2]2[CH:10]=[CH:9][N:8]=[C:7]3[NH:6][C:5]([C:11]([O:13][CH3:14])=[O:12])=[CH:4][C:3]=23)[CH:29]=[CH:28][CH:27]=1)=[O:21])([CH3:26])([CH3:24])[CH3:25].